From a dataset of Full USPTO retrosynthesis dataset with 1.9M reactions from patents (1976-2016). Predict the reactants needed to synthesize the given product. (1) The reactants are: [Br:1][C:2]1[N:3]=[C:4]([C@H:12]2[CH2:17][N:16]3[C:18](=[O:21])[O:19][CH2:20][C@@H:15]3[CH2:14][CH2:13]2)[N:5]2[CH:10]=[CH:9][N:8]=[C:7](Cl)[C:6]=12.[NH4+:22].[OH-].C(O)CC. Given the product [NH2:22][C:7]1[C:6]2[N:5]([C:4]([C@H:12]3[CH2:17][N:16]4[C:18](=[O:21])[O:19][CH2:20][C@@H:15]4[CH2:14][CH2:13]3)=[N:3][C:2]=2[Br:1])[CH:10]=[CH:9][N:8]=1, predict the reactants needed to synthesize it. (2) Given the product [CH:1]1([C:6]2[CH:7]=[C:8]3[N:13]([CH:14]=2)[CH2:12][CH2:11][CH2:10][CH2:9]3)[CH2:2][CH2:3][CH2:4][CH2:5]1, predict the reactants needed to synthesize it. The reactants are: [CH:1]1([C:6]2[CH:7]=[C:8]3[N:13]([CH:14]=2)[CH:12]=[CH:11][CH:10]=[CH:9]3)[CH2:5][CH2:4][CH2:3][CH2:2]1. (3) Given the product [F:20][C:21]1[CH:26]=[CH:25][C:24]([C:27]2[O:42][C:30]3=[N:31][C:32]([N:36]([CH3:41])[S:37]([CH3:40])(=[O:39])=[O:38])=[C:33]([C:2]4[CH:3]=[CH:4][C:5]5[N:6]=[CH:7][N:8]6[C:16]7[CH:15]=[CH:14][CH:13]=[C:12]([F:17])[C:11]=7[CH:10]=[C:9]6[C:18]=5[N:19]=4)[CH:34]=[C:29]3[C:28]=2[C:43]([NH:45][CH3:48])=[O:44])=[CH:23][CH:22]=1, predict the reactants needed to synthesize it. The reactants are: Cl[C:2]1[CH:3]=[CH:4][C:5]2[N:6]=[CH:7][N:8]3[C:16]4[CH:15]=[CH:14][CH:13]=[C:12]([F:17])[C:11]=4[CH:10]=[C:9]3[C:18]=2[N:19]=1.[F:20][C:21]1[CH:26]=[CH:25][C:24]([C:27]2[O:42][C:30]3=[N:31][C:32]([N:36]([CH3:41])[S:37]([CH3:40])(=[O:39])=[O:38])=[C:33](I)[CH:34]=[C:29]3[C:28]=2[C:43]([NH2:45])=[O:44])=[CH:23][CH:22]=1.B1(B2OC(C)(C)C(C)(C)O2)OC(C)(C)[C:48](C)(C)O1.CC([O-])=O.[K+].C(=O)([O-])[O-].[Na+].[Na+].CC(C1C=C(C(C)C)C(C2C=CC=CC=2P(C2CCCCC2)C2CCCCC2)=C(C(C)C)C=1)C. (4) Given the product [F:14][C:13]([F:16])([F:15])[C:11]([C:4]1[C:3]2[C:7](=[CH:8][CH:9]=[CH:10][C:2]=2[F:1])[NH:6][CH:5]=1)=[O:12], predict the reactants needed to synthesize it. The reactants are: [F:1][C:2]1[CH:10]=[CH:9][CH:8]=[C:7]2[C:3]=1[CH:4]=[CH:5][NH:6]2.[C:11](O[C:11]([C:13]([F:16])([F:15])[F:14])=[O:12])([C:13]([F:16])([F:15])[F:14])=[O:12].C(=O)(O)[O-].[Na+]. (5) Given the product [O:25]1[C:21]([C:19]([N:16]2[CH2:17][CH2:18][C:13]([CH2:26][C:27]#[N:28])([N:11]3[CH:12]=[C:8]([C:6]4[CH:5]=[CH:4][N:3]=[C:2]([NH:38][C:37]5[CH:36]=[CH:35][C:34]([N:29]6[CH:33]=[CH:32][CH:31]=[N:30]6)=[CH:40][CH:39]=5)[N:7]=4)[CH:9]=[N:10]3)[CH2:14][CH2:15]2)=[O:20])=[CH:22][CH:23]=[N:24]1, predict the reactants needed to synthesize it. The reactants are: Cl[C:2]1[N:7]=[C:6]([C:8]2[CH:9]=[N:10][N:11]([C:13]3([CH2:26][C:27]#[N:28])[CH2:18][CH2:17][N:16]([C:19]([C:21]4[O:25][N:24]=[CH:23][CH:22]=4)=[O:20])[CH2:15][CH2:14]3)[CH:12]=2)[CH:5]=[CH:4][N:3]=1.[N:29]1([C:34]2[CH:40]=[CH:39][C:37]([NH2:38])=[CH:36][CH:35]=2)[CH:33]=[CH:32][CH:31]=[N:30]1.C1(C)C=CC(S(O)(=O)=O)=CC=1. (6) Given the product [Br:14][C:15]1[C:16]([Cl:27])=[CH:17][C:18]([O:25][CH3:26])=[C:19]([CH2:21][CH2:22][C:23]([OH:3])=[O:24])[CH:20]=1, predict the reactants needed to synthesize it. The reactants are: CC(C)=[O:3].OS(O)(=O)=O.O=[Cr](=O)=O.[Br:14][C:15]1[C:16]([Cl:27])=[CH:17][C:18]([O:25][CH3:26])=[C:19]([CH2:21][CH2:22][CH:23]=[O:24])[CH:20]=1. (7) Given the product [CH3:1][O:2][C:3]1[CH:4]=[C:5]2[C:10](=[CH:11][C:12]=1[O:13][CH3:14])[N:9]=[CH:8][N:32]=[C:6]2[O:15][C:16]1[CH:17]=[CH:18][C:19]([NH:20][C:41](=[O:47])[O:55][CH:53]([C:52]2[CH:56]=[CH:57][CH:58]=[C:50]([Cl:49])[CH:51]=2)[CH3:54])=[CH:21][CH:22]=1, predict the reactants needed to synthesize it. The reactants are: [CH3:1][O:2][C:3]1[CH:4]=[C:5]2[C:10](=[CH:11][C:12]=1[O:13][CH3:14])[N:9]=[CH:8]C=[C:6]2[O:15][C:16]1[CH:22]=[CH:21][C:19]([NH2:20])=[CH:18][CH:17]=1.C1(C)C=CC=CC=1.C([N:32](CC)CC)C.ClC(Cl)(O[C:41](=[O:47])OC(Cl)(Cl)Cl)Cl.[Cl:49][C:50]1[CH:51]=[C:52]([CH:56]=[CH:57][CH:58]=1)[CH:53]([OH:55])[CH3:54]. (8) Given the product [Br:28][C:24]1[CH:23]=[C:22]([C@:6]23[CH2:5][NH:4][CH2:12][C@H:11]2[CH2:10][S:9][C:8]([NH:13][C:14](=[O:21])[C:15]2[CH:16]=[CH:17][CH:18]=[CH:19][CH:20]=2)=[N:7]3)[CH:27]=[CH:26][CH:25]=1, predict the reactants needed to synthesize it. The reactants are: C([N:4]1[CH2:12][C@@H:11]2[C@@:6]([C:22]3[CH:27]=[CH:26][CH:25]=[C:24]([Br:28])[CH:23]=3)([N:7]=[C:8]([NH:13][C:14](=[O:21])[C:15]3[CH:20]=[CH:19][CH:18]=[CH:17][CH:16]=3)[S:9][CH2:10]2)[CH2:5]1)C=C.